This data is from Forward reaction prediction with 1.9M reactions from USPTO patents (1976-2016). The task is: Predict the product of the given reaction. (1) Given the reactants [C:1]1([SH:7])[CH:6]=[CH:5][CH:4]=[CH:3][CH:2]=1.[C:8](Cl)(=[O:12])[C:9](Cl)=[O:10], predict the reaction product. The product is: [S:7]1[C:9](=[O:10])[C:8](=[O:12])[C:2]2[CH:3]=[CH:4][CH:5]=[CH:6][C:1]1=2. (2) Given the reactants Br[C:2]1[CH:3]=[C:4]([CH2:8][N:9]([CH3:11])[CH3:10])[CH:5]=[N:6][CH:7]=1.CC([O-])=O.[K+].[B:17]1(B2OC(C)(C)C(C)(C)O2)[O:21]C(C)(C)C(C)(C)[O:18]1.CCOC(C)=O, predict the reaction product. The product is: [CH3:10][N:9]([CH2:8][C:4]1[CH:3]=[C:2]([B:17]([OH:21])[OH:18])[CH:7]=[N:6][CH:5]=1)[CH3:11]. (3) Given the reactants [C:1]([O:5][C:6](=[O:32])[NH:7][C@H:8]1[CH2:13][N:12]2[C:14]3[N:20]=[C:19]([CH3:21])[CH:18]=[C:17](Cl)[C:15]=3[N:16]=[C:11]2[CH2:10][C@@H:9]1[C:23]1[CH:28]=[C:27]([F:29])[C:26]([F:30])=[CH:25][C:24]=1[F:31])([CH3:4])([CH3:3])[CH3:2], predict the reaction product. The product is: [C:1]([O:5][C:6](=[O:32])[NH:7][C@H:8]1[CH2:13][N:12]2[C:14]3[N:20]=[C:19]([CH3:21])[CH:18]=[CH:17][C:15]=3[N:16]=[C:11]2[CH2:10][C@@H:9]1[C:23]1[CH:28]=[C:27]([F:29])[C:26]([F:30])=[CH:25][C:24]=1[F:31])([CH3:4])([CH3:2])[CH3:3]. (4) The product is: [CH3:26][N:25]1[CH:24]=[N:23][N:22]=[C:21]1[S:20][C:9]1[CH:10]=[C:11]2[C:6](=[CH:7][CH:8]=1)[N:5]=[CH:4][N:3]=[C:2]2[NH:13][C:14]1[CH:19]=[CH:18][N:17]=[CH:16][N:15]=1. Given the reactants Cl[C:2]1[C:11]2[C:6](=[CH:7][CH:8]=[C:9](I)[CH:10]=2)[N:5]=[CH:4][N:3]=1.[NH2:13][C:14]1[CH:19]=[CH:18][N:17]=[CH:16][N:15]=1.[SH:20][C:21]1[N:25]([CH3:26])[CH:24]=[N:23][N:22]=1, predict the reaction product. (5) Given the reactants [CH:1]1[C:10]2[C:5](=[CH:6][CH:7]=[CH:8][CH:9]=2)[CH:4]=[CH:3][C:2]=1[C:11]([O:13]C)=O.C(O)C.O.[NH2:19][NH2:20], predict the reaction product. The product is: [CH:1]1[C:10]2[C:5](=[CH:6][CH:7]=[CH:8][CH:9]=2)[CH:4]=[CH:3][C:2]=1[C:11]([NH:19][NH2:20])=[O:13]. (6) Given the reactants NC1N=CN=C(O[C:23]2[CH:22]=CC(NC(NC(=O)CC3C=[CH:25][C:24]([F:27])=[CH:23][CH:22]=3)=S)=[CH:25][C:24]=2[F:27])C=1.C([N:32]([CH2:35][CH3:36])[CH2:33][CH3:34])C.[NH2:37][C:38]1[CH:43]=[CH:42][C:41]([OH:44])=[C:40]([F:45])[CH:39]=1.F[P-](F)(F)(F)(F)F.N1([O:62][P+](N(C)C)(N(C)C)N(C)C)C2C=CC=CC=2N=N1.CN(C)[CH:75]=[O:76], predict the reaction product. The product is: [F:45][C:40]1[CH:39]=[C:38]([NH:37][C:75](=[O:76])[CH2:36][C:35]([NH:32][C:33]2[CH:34]=[CH:25][C:24]([F:27])=[CH:23][CH:22]=2)=[O:62])[CH:43]=[CH:42][C:41]=1[OH:44]. (7) Given the reactants C([O:4][C:5](=[O:75])[C@@H:6]([NH:25][C:26](=[O:74])[C:27]1[C:32]([F:33])=[CH:31][C:30]([CH2:34][NH:35][CH2:36][C:37]2[CH:42]=[C:41]([F:43])[C:40]([C:44](=[O:71])[NH:45][C@H:46]([C:65]([O:67]CCC)=[O:66])[CH2:47][C:48]3[CH:53]=[CH:52][C:51]([C:54]4[C:55](=[O:64])[N:56]([CH3:63])[C:57](=[O:62])[N:58]([CH3:61])[C:59]=4[CH3:60])=[CH:50][CH:49]=3)=[C:39]([F:72])[CH:38]=2)=[CH:29][C:28]=1[F:73])[CH2:7][C:8]1[CH:13]=[CH:12][C:11]([C:14]2[C:15](=[O:24])[N:16]([CH3:23])[C:17](=[O:22])[N:18]([CH3:21])[C:19]=2[CH3:20])=[CH:10][CH:9]=1)CC.C1COCC1.[Li+].[OH-], predict the reaction product. The product is: [F:73][C:28]1[CH:29]=[C:30]([CH:31]=[C:32]([F:33])[C:27]=1[C:26](=[O:74])[NH:25][C@H:6]([C:5]([OH:75])=[O:4])[CH2:7][C:8]1[CH:13]=[CH:12][C:11]([C:14]2[C:15](=[O:24])[N:16]([CH3:23])[C:17](=[O:22])[N:18]([CH3:21])[C:19]=2[CH3:20])=[CH:10][CH:9]=1)[CH2:34][NH:35][CH2:36][C:37]1[CH:42]=[C:41]([F:43])[C:40]([C:44]([NH:45][C@@H:46]([CH2:47][C:48]2[CH:53]=[CH:52][C:51]([C:54]3[C:55](=[O:64])[N:56]([CH3:63])[C:57](=[O:62])[N:58]([CH3:61])[C:59]=3[CH3:60])=[CH:50][CH:49]=2)[C:65]([OH:67])=[O:66])=[O:71])=[C:39]([F:72])[CH:38]=1.